From a dataset of Reaction yield outcomes from USPTO patents with 853,638 reactions. Predict the reaction yield, written as a fraction of the theoretical maximum amount of product (1.0 means a 100% yield; for example, 0.34 means a 34% yield). (1) The reactants are C(O[C:6]([NH:8][C@H:9]([CH2:15][C:16]1[CH:21]=[CH:20][CH:19]=[CH:18][CH:17]=1)[C@@H:10]([OH:14])[C:11]([OH:13])=[O:12])=[O:7])(C)(C)C.C([CH2:25][CH2:26][CH2:27][C:28]1[CH:36]=[CH:35][CH:34]=[CH:33][C:29]=1[C:30]([OH:32])=[O:31])(O)=O.CCN(C(C)C)C(C)C.CN(C(ON1N=N[C:56]2[CH:57]=[CH:58]C=N[C:55]1=2)=[N+](C)C)C.F[P-](F)(F)(F)(F)F. The catalyst is Cl.O1CCOCC1.C(Cl)Cl.C(O)CCC. The product is [CH2:15]([C@@H:9]([NH:8][C:6]([CH2:25][CH2:26][CH2:27][C:28]1[CH:36]=[CH:35][CH:34]=[CH:33][C:29]=1[C:30]([OH:32])=[O:31])=[O:7])[C@H:10]([C:11]([O:13][CH2:55][CH2:56][CH2:57][CH3:58])=[O:12])[OH:14])[C:16]1[CH:17]=[CH:18][CH:19]=[CH:20][CH:21]=1. The yield is 0.990. (2) The reactants are Br[C:2]1[CH:3]=[CH:4][C:5]([O:15][CH3:16])=[C:6]2[C:11]=1[O:10][CH2:9][C@H:8]([N:12]([CH3:14])[CH3:13])[CH2:7]2.[C:17]1([C:23]([C:25]2[CH:30]=[CH:29][CH:28]=[CH:27][CH:26]=2)=[NH:24])[CH:22]=[CH:21][CH:20]=[CH:19][CH:18]=1.CC(C)([O-])C.[Na+].C1C=CC(P(C2C(OC3C(P(C4C=CC=CC=4)C4C=CC=CC=4)=CC=CC=3)=CC=CC=2)C2C=CC=CC=2)=CC=1. The catalyst is C1C=CC(/C=C/C(/C=C/C2C=CC=CC=2)=O)=CC=1.C1C=CC(/C=C/C(/C=C/C2C=CC=CC=2)=O)=CC=1.C1C=CC(/C=C/C(/C=C/C2C=CC=CC=2)=O)=CC=1.[Pd].[Pd].C1(C)C=CC=CC=1. The product is [C:25]1([C:23]([C:17]2[CH:18]=[CH:19][CH:20]=[CH:21][CH:22]=2)=[N:24][C:2]2[CH:3]=[CH:4][C:5]([O:15][CH3:16])=[C:6]3[C:11]=2[O:10][CH2:9][C@H:8]([N:12]([CH3:14])[CH3:13])[CH2:7]3)[CH:26]=[CH:27][CH:28]=[CH:29][CH:30]=1. The yield is 0.450. (3) The reactants are [Si]([O:8][C:9]1[C:10]([F:22])=[C:11](B(O)O)[CH:12]=[CH:13][C:14]=1[CH:15]1[CH2:18][CH2:17][CH2:16]1)(C(C)(C)C)(C)C.[NH2:23][C:24]1[CH:29]=[N:28][C:27](Br)=[CH:26][N:25]=1.C(=O)([O-])[O-].[K+].[K+].C(Cl)Cl. The catalyst is O.CN(C=O)C.C1(C)C=CC=CC=1. The product is [NH2:23][C:24]1[N:25]=[CH:26][C:27]([C:11]2[C:10]([F:22])=[C:9]([OH:8])[C:14]([CH:15]3[CH2:16][CH2:17][CH2:18]3)=[CH:13][CH:12]=2)=[N:28][CH:29]=1. The yield is 0.870.